From a dataset of Catalyst prediction with 721,799 reactions and 888 catalyst types from USPTO. Predict which catalyst facilitates the given reaction. (1) Reactant: C1C(C#N)=CC2C(CCCCN3CCN(C4C=CC5OC(C(N)=O)=CC=5C=4)CC3)=CNC=2C=1.[OH:34][CH2:35][CH2:36][CH2:37][CH2:38][C:39]1[C:47]2[C:42](=[CH:43][CH:44]=[C:45]([C:48]#[N:49])[CH:46]=2)[NH:41][CH:40]=1. Product: [O:34]=[CH:35][CH2:36][CH2:37][CH2:38][C:39]1[C:47]2[C:42](=[CH:43][CH:44]=[C:45]([C:48]#[N:49])[CH:46]=2)[NH:41][CH:40]=1. The catalyst class is: 16. (2) Reactant: [CH3:1][O:2][C:3]1[CH:4]=[CH:5][C:6]([N+:11]([O-:13])=[O:12])=[C:7]([CH:10]=1)[CH:8]=[O:9].S([CH2:24][N+:25]#[C-:26])(C1C=CC(C)=CC=1)(=O)=O.C(=O)([O-])[O-].[K+].[K+]. Product: [CH3:1][O:2][C:3]1[CH:4]=[CH:5][C:6]([N+:11]([O-:13])=[O:12])=[C:7]([C:8]2[O:9][CH:26]=[N:25][CH:24]=2)[CH:10]=1. The catalyst class is: 5.